Dataset: Reaction yield outcomes from USPTO patents with 853,638 reactions. Task: Predict the reaction yield, written as a fraction of the theoretical maximum amount of product (1.0 means a 100% yield; for example, 0.34 means a 34% yield). (1) The reactants are Cl.[NH:2]([C:4]1[CH:9]=[C:8]([C:10]#[N:11])[CH:7]=[CH:6][N:5]=1)[NH2:3].[F:12][C:13]1[CH:18]=[C:17]([F:19])[CH:16]=[CH:15][C:14]=1[C:20](=O)/[CH:21]=[CH:22]/N(C)C. No catalyst specified. The product is [F:12][C:13]1[CH:18]=[C:17]([F:19])[CH:16]=[CH:15][C:14]=1[C:20]1[N:2]([C:4]2[CH:9]=[C:8]([C:10]#[N:11])[CH:7]=[CH:6][N:5]=2)[N:3]=[CH:22][CH:21]=1. The yield is 0.830. (2) The reactants are [CH2:1]([N:3]1[CH2:8][CH2:7][NH:6][C:5](=[O:9])[CH:4]1[C:10]1[CH:15]=[CH:14][C:13]([N+:16]([O-])=O)=[CH:12][CH:11]=1)[CH3:2].Cl.C(=O)([O-])[O-].[K+].[K+]. The catalyst is [Fe].C(O)C. The product is [NH2:16][C:13]1[CH:12]=[CH:11][C:10]([CH:4]2[N:3]([CH2:1][CH3:2])[CH2:8][CH2:7][NH:6][C:5]2=[O:9])=[CH:15][CH:14]=1. The yield is 1.00. (3) The reactants are C(O[C:6](=[O:21])[C@@H:7]([NH:13][C:14]([O:16][C:17]([CH3:20])([CH3:19])[CH3:18])=[O:15])[CH2:8][CH2:9][N:10]([CH3:12])[CH3:11])C(C)C.[NH3:22]. The catalyst is CO. The product is [C:17]([O:16][C:14]([NH:13][C@@H:7]([CH2:8][CH2:9][N:10]([CH3:11])[CH3:12])[C:6]([NH2:22])=[O:21])=[O:15])([CH3:18])([CH3:19])[CH3:20]. The yield is 0.490. (4) The reactants are [F:1][C:2]1[CH:7]=[CH:6][C:5]([C:8]2[CH:12]=[C:11]([CH2:13][CH2:14][CH:15]=O)[O:10][N:9]=2)=[CH:4][CH:3]=1.[CH3:17][O:18][C:19]1[CH:24]=[CH:23][CH:22]=[CH:21][C:20]=1[N:25]1[CH2:30][CH2:29][NH:28][CH2:27][CH2:26]1.[BH-](OC(C)=O)(OC(C)=O)OC(C)=O.[Na+]. The catalyst is C(Cl)Cl. The product is [F:1][C:2]1[CH:3]=[CH:4][C:5]([C:8]2[CH:12]=[C:11]([CH2:13][CH2:14][CH2:15][N:28]3[CH2:27][CH2:26][N:25]([C:20]4[CH:21]=[CH:22][CH:23]=[CH:24][C:19]=4[O:18][CH3:17])[CH2:30][CH2:29]3)[O:10][N:9]=2)=[CH:6][CH:7]=1. The yield is 0.782. (5) The reactants are [N+:1]([C:4]1[CH:5]=[C:6]([C:16]2[CH:17]=[N:18][CH:19]=[CH:20][CH:21]=2)[CH:7]=[C:8]([N+:13]([O-])=O)[C:9]=1[S:10][C:11]#[N:12])([O-:3])=[O:2].N. The yield is 0.950. The catalyst is C(O)(=O)C.O.[Fe]. The product is [N+:1]([C:4]1[C:9]2[S:10][C:11]([NH2:12])=[N:13][C:8]=2[CH:7]=[C:6]([C:16]2[CH:17]=[N:18][CH:19]=[CH:20][CH:21]=2)[CH:5]=1)([O-:3])=[O:2].